This data is from Full USPTO retrosynthesis dataset with 1.9M reactions from patents (1976-2016). The task is: Predict the reactants needed to synthesize the given product. (1) The reactants are: Br[C:2]1[CH:3]=[C:4]2[C:9](=[CH:10][CH:11]=1)[C:8]([OH:12])=[N:7][N:6]=[CH:5]2.[F:13][C:14]1[CH:19]=[CH:18][C:17]([NH2:20])=[CH:16][CH:15]=1.C(Cl)Cl.C[Si]([N-][Si](C)(C)C)(C)C.[Li+]. Given the product [F:13][C:14]1[CH:19]=[CH:18][C:17]([NH:20][C:2]2[CH:3]=[C:4]3[C:9](=[CH:10][CH:11]=2)[C:8]([OH:12])=[N:7][N:6]=[CH:5]3)=[CH:16][CH:15]=1, predict the reactants needed to synthesize it. (2) Given the product [CH2:12]([O:19][C:20]([CH:22]1[CH2:27][CH2:26][C:25](=[C:29]([F:31])[F:30])[CH2:24][CH2:23]1)=[O:21])[C:13]1[CH:18]=[CH:17][CH:16]=[CH:15][CH:14]=1, predict the reactants needed to synthesize it. The reactants are: CN(P(N(C)C)(N(C)C)=O)C.[CH2:12]([O:19][C:20]([CH:22]1[CH2:27][CH2:26][C:25](=O)[CH2:24][CH2:23]1)=[O:21])[C:13]1[CH:18]=[CH:17][CH:16]=[CH:15][CH:14]=1.[C:29](Br)(Br)([F:31])[F:30].O. (3) Given the product [C:15]([S@:18]([NH:20][C@@H:23]([C:3]1[C:2]([F:1])=[CH:7][C:6]([NH:8][S:9]([CH3:12])(=[O:11])=[O:10])=[C:5]([CH3:13])[CH:4]=1)[CH3:24])=[O:19])([CH3:17])([CH3:16])[CH3:14], predict the reactants needed to synthesize it. The reactants are: [F:1][C:2]1[CH:3]=[CH:4][C:5]([CH3:13])=[C:6]([NH:8][S:9]([CH3:12])(=[O:11])=[O:10])[CH:7]=1.[CH3:14][C:15]([S@:18]([NH-:20])=[O:19])([CH3:17])[CH3:16].[BH4-].[Na+].[CH2:23]1COC[CH2:24]1. (4) Given the product [C:1]([O:5][C:6]([N:8]1[CH2:13][CH2:12][C:11]([C:21]2[CH:26]=[CH:25][C:24]([C:33]([OH:35])=[O:34])=[CH:23][CH:22]=2)([C:14]2[CH:19]=[CH:18][C:17]([Cl:20])=[CH:16][CH:15]=2)[CH2:10][CH2:9]1)=[O:7])([CH3:4])([CH3:3])[CH3:2], predict the reactants needed to synthesize it. The reactants are: [C:1]([O:5][C:6]([N:8]1[CH2:13][CH2:12][C:11]([C:21]2[CH:26]=[CH:25][C:24](Br)=[CH:23][CH:22]=2)([C:14]2[CH:19]=[CH:18][C:17]([Cl:20])=[CH:16][CH:15]=2)[CH2:10][CH2:9]1)=[O:7])([CH3:4])([CH3:3])[CH3:2].C([Li])CCC.[C:33](=[O:35])=[O:34]. (5) Given the product [CH3:14][NH:15][C:8]1[CH:7]=[CH:6][C:3]([C:4]#[N:5])=[CH:2][C:9]=1[N+:10]([O-:12])=[O:11], predict the reactants needed to synthesize it. The reactants are: C[C:2]1[C:9]([N+:10]([O-:12])=[O:11])=[C:8](F)[CH:7]=[CH:6][C:3]=1[C:4]#[N:5].[CH3:14][NH2:15]. (6) Given the product [Br:1][C:2]1[C:3]2[N:22]([CH2:23][CH3:24])[C:17]([CH2:18][C:19]#[N:20])=[N:16][C:4]=2[CH:5]=[N:6][C:7]=1[O:8][C:9]1[CH:14]=[CH:13][C:12]([F:15])=[CH:11][CH:10]=1, predict the reactants needed to synthesize it. The reactants are: [Br:1][C:2]1[C:3]([NH:22][CH2:23][CH3:24])=[C:4]([NH:16][C:17](=O)[CH2:18][C:19]#[N:20])[CH:5]=[N:6][C:7]=1[O:8][C:9]1[CH:14]=[CH:13][C:12]([F:15])=[CH:11][CH:10]=1. (7) The reactants are: [Br:1][C:2]1[CH:3]=[C:4]([O:9]C)[CH:5]=[C:6]([F:8])[CH:7]=1.Br. Given the product [Br:1][C:2]1[CH:3]=[C:4]([OH:9])[CH:5]=[C:6]([F:8])[CH:7]=1, predict the reactants needed to synthesize it.